From a dataset of NCI-60 drug combinations with 297,098 pairs across 59 cell lines. Regression. Given two drug SMILES strings and cell line genomic features, predict the synergy score measuring deviation from expected non-interaction effect. (1) Drug 1: CN1C(=O)N2C=NC(=C2N=N1)C(=O)N. Drug 2: CN(CCCl)CCCl.Cl. Cell line: A549. Synergy scores: CSS=19.3, Synergy_ZIP=-0.637, Synergy_Bliss=-2.54, Synergy_Loewe=-30.8, Synergy_HSA=-3.46. (2) Drug 1: CN(CC1=CN=C2C(=N1)C(=NC(=N2)N)N)C3=CC=C(C=C3)C(=O)NC(CCC(=O)O)C(=O)O. Drug 2: C1=NC2=C(N1)C(=S)N=CN2. Cell line: SK-OV-3. Synergy scores: CSS=26.6, Synergy_ZIP=-8.56, Synergy_Bliss=0.0181, Synergy_Loewe=-3.89, Synergy_HSA=-0.675. (3) Synergy scores: CSS=41.8, Synergy_ZIP=3.10, Synergy_Bliss=2.76, Synergy_Loewe=-17.4, Synergy_HSA=3.19. Cell line: SNB-19. Drug 2: CCC1=C2CN3C(=CC4=C(C3=O)COC(=O)C4(CC)O)C2=NC5=C1C=C(C=C5)O. Drug 1: CNC(=O)C1=CC=CC=C1SC2=CC3=C(C=C2)C(=NN3)C=CC4=CC=CC=N4. (4) Synergy scores: CSS=31.2, Synergy_ZIP=23.9, Synergy_Bliss=26.6, Synergy_Loewe=26.5, Synergy_HSA=26.5. Drug 1: CC1C(C(CC(O1)OC2CC(CC3=C2C(=C4C(=C3O)C(=O)C5=C(C4=O)C(=CC=C5)OC)O)(C(=O)C)O)N)O.Cl. Drug 2: CC1C(C(=O)NC(C(=O)N2CCCC2C(=O)N(CC(=O)N(C(C(=O)O1)C(C)C)C)C)C(C)C)NC(=O)C3=C4C(=C(C=C3)C)OC5=C(C(=O)C(=C(C5=N4)C(=O)NC6C(OC(=O)C(N(C(=O)CN(C(=O)C7CCCN7C(=O)C(NC6=O)C(C)C)C)C)C(C)C)C)N)C. Cell line: NCI-H522. (5) Drug 1: CCN(CC)CCCC(C)NC1=C2C=C(C=CC2=NC3=C1C=CC(=C3)Cl)OC. Drug 2: C1CN(P(=O)(OC1)NCCCl)CCCl. Cell line: HT29. Synergy scores: CSS=43.0, Synergy_ZIP=6.09, Synergy_Bliss=3.64, Synergy_Loewe=-9.45, Synergy_HSA=4.83. (6) Drug 1: CS(=O)(=O)C1=CC(=C(C=C1)C(=O)NC2=CC(=C(C=C2)Cl)C3=CC=CC=N3)Cl. Drug 2: CC12CCC3C(C1CCC2OP(=O)(O)O)CCC4=C3C=CC(=C4)OC(=O)N(CCCl)CCCl.[Na+]. Cell line: BT-549. Synergy scores: CSS=-1.35, Synergy_ZIP=-3.24, Synergy_Bliss=-7.18, Synergy_Loewe=-8.96, Synergy_HSA=-8.28.